This data is from Reaction yield outcomes from USPTO patents with 853,638 reactions. The task is: Predict the reaction yield, written as a fraction of the theoretical maximum amount of product (1.0 means a 100% yield; for example, 0.34 means a 34% yield). (1) The reactants are [NH2:1][C:2]1[NH:6][C:5]2[CH:7]=[CH:8][C:9]([O:11][C:12]3[CH:17]=[CH:16][C:15]([NH:18][C:19]([NH:21][C:22]4[CH:27]=[C:26]([C:28]([F:31])([F:30])[F:29])[CH:25]=[CH:24][C:23]=4[F:32])=[O:20])=[CH:14][CH:13]=3)=[CH:10][C:4]=2[N:3]=1.C(N(CC)CC)C.[CH3:40][S:41](Cl)(=[O:43])=[O:42]. The catalyst is CN(C=O)C.C(Cl)(Cl)Cl. The product is [F:32][C:23]1[CH:24]=[CH:25][C:26]([C:28]([F:31])([F:29])[F:30])=[CH:27][C:22]=1[NH:21][C:19]([NH:18][C:15]1[CH:14]=[CH:13][C:12]([O:11][C:9]2[CH:8]=[CH:7][C:5]3[N:6]([S:41]([CH3:40])(=[O:43])=[O:42])[CH:2]([NH2:1])[NH:3][C:4]=3[CH:10]=2)=[CH:17][CH:16]=1)=[O:20]. The yield is 0.110. (2) The reactants are C(=O)([O-])[O-].[K+].[K+].Br[CH:8]([C:12]1[CH:17]=[CH:16][CH:15]=[C:14]([Cl:18])[CH:13]=1)[C:9]([OH:11])=[O:10].[CH3:19][N:20]1[CH2:25][CH2:24][NH:23][CH2:22][CH2:21]1. The catalyst is C1COCC1. The product is [ClH:18].[Cl:18][C:14]1[CH:13]=[C:12]([CH:8]([N:23]2[CH2:24][CH2:25][N:20]([CH3:19])[CH2:21][CH2:22]2)[C:9]([OH:11])=[O:10])[CH:17]=[CH:16][CH:15]=1. The yield is 0.680. (3) The reactants are [NH:1]([CH2:3][C:4]([O-:6])=[O:5])[CH3:2].[Na+].Cl.[N:9]#[C:10][NH2:11]. The catalyst is O. The product is [OH2:5].[O:5]=[C:4]([CH2:3][N:1]([C:10](=[NH:9])[NH2:11])[CH3:2])[OH:6]. The yield is 0.762. (4) The reactants are Br[C:2]1[CH:10]=[CH:9][CH:8]=[C:7]2[C:3]=1[C:4]([C:15]([N:17]1[CH2:22][CH2:21][CH:20]([C:23]3[CH:24]=[C:25]([CH:34]=[CH:35][C:36]=3[F:37])[CH2:26][NH:27][C:28](=[O:33])[C:29]([F:32])([F:31])[F:30])[CH2:19][CH2:18]1)=[O:16])=[CH:5][N:6]2[CH2:11][CH2:12][O:13][CH3:14].[N:38]1[CH:43]=[CH:42][C:41](B(O)O)=[CH:40][C:39]=1[CH3:47].C(=O)([O-])[O-].[Cs+].[Cs+].C(Cl)Cl. The catalyst is O1CCOCC1.O.C1C=CC(P(C2C=CC=CC=2)[C-]2C=CC=C2)=CC=1.C1C=CC(P(C2C=CC=CC=2)[C-]2C=CC=C2)=CC=1.Cl[Pd]Cl.[Fe+2]. The product is [F:30][C:29]([F:32])([F:31])[C:28]([NH:27][CH2:26][C:25]1[CH:34]=[CH:35][C:36]([F:37])=[C:23]([CH:20]2[CH2:19][CH2:18][N:17]([C:15]([C:4]3[C:3]4[C:7](=[CH:8][CH:9]=[CH:10][C:2]=4[C:41]4[CH:42]=[CH:43][N:38]=[C:39]([CH3:47])[CH:40]=4)[N:6]([CH2:11][CH2:12][O:13][CH3:14])[CH:5]=3)=[O:16])[CH2:22][CH2:21]2)[CH:24]=1)=[O:33]. The yield is 0.880. (5) No catalyst specified. The reactants are [Br:1][C:2]1[CH:10]=[C:6]([C:7]([OH:9])=O)[C:5]([OH:11])=[CH:4][CH:3]=1.[NH2:12][C:13]1[O:14][C:15]([C:23]2[O:24][CH:25]=[CH:26][CH:27]=2)=[C:16]([C:18]2[O:19][CH:20]=[CH:21][CH:22]=2)[N:17]=1. The product is [Br:1][C:2]1[CH:3]=[CH:4][C:5]([OH:11])=[C:6]([CH:10]=1)[C:7]([NH:12][C:13]1[O:14][C:15]([C:23]2[O:24][CH:25]=[CH:26][CH:27]=2)=[C:16]([C:18]2[O:19][CH:20]=[CH:21][CH:22]=2)[N:17]=1)=[O:9]. The yield is 0.129.